This data is from Full USPTO retrosynthesis dataset with 1.9M reactions from patents (1976-2016). The task is: Predict the reactants needed to synthesize the given product. (1) Given the product [Cl:1][C:2]1[CH:3]=[C:4]([CH:5]([OH:6])[CH2:40][N+:37]([O-:39])=[O:38])[CH:7]=[CH:8][CH:9]=1, predict the reactants needed to synthesize it. The reactants are: [Cl:1][C:2]1[CH:3]=[C:4]([CH:7]=[CH:8][CH:9]=1)[CH:5]=[O:6].S([O-])([O-])(=O)=O.[Mg+2].CC(N=P(N1CCCC1)(N1CCCC1)N1CCCC1)(C)C.[N+:37]([CH3:40])([O-:39])=[O:38]. (2) Given the product [F:63][C:59]1[C:58]([F:64])=[CH:57][CH:62]=[CH:61][C:60]=1[C@@H:41]1[CH2:40][CH2:39][C@@H:38]([O:37][Si:36]([CH:33]([CH3:35])[CH3:34])([CH:50]([CH3:52])[CH3:51])[CH:53]([CH3:55])[CH3:54])[C:44]2=[N:45][CH:46]=[CH:47][CH:48]=[C:43]2[C:42]1=[O:49], predict the reactants needed to synthesize it. The reactants are: CC(C)([O-])C.[Na+].C1(P(C2CCCCC2)C2C=CC=CC=2C2C=CC=CC=2C)CCCCC1.[CH:33]([Si:36]([CH:53]([CH3:55])[CH3:54])([CH:50]([CH3:52])[CH3:51])[O:37][C@H:38]1[C:44]2=[N:45][CH:46]=[CH:47][CH:48]=[C:43]2[C:42](=[O:49])[CH2:41][CH2:40][CH2:39]1)([CH3:35])[CH3:34].Br[C:57]1[CH:62]=[CH:61][CH:60]=[C:59]([F:63])[C:58]=1[F:64]. (3) Given the product [CH2:1]([C@@H:8]1[CH2:13][N:12]([CH2:14][C:15]2[CH:20]=[CH:19][CH:18]=[CH:17][CH:16]=2)[CH2:11][CH2:10][N:9]1[C:21]([C:23]1[N:24]=[CH:25][N:26]([C@H:34]2[CH2:39][CH2:38][CH2:37][CH2:36][C@@H:35]2[N:40]2[CH2:44][CH2:43][O:42][C:41]2=[O:46])[C:27]=1[C:28]1[CH:33]=[CH:32][CH:31]=[CH:30][CH:29]=1)=[O:22])[C:2]1[CH:7]=[CH:6][CH:5]=[CH:4][CH:3]=1, predict the reactants needed to synthesize it. The reactants are: [CH2:1]([C@@H:8]1[CH2:13][N:12]([CH2:14][C:15]2[CH:20]=[CH:19][CH:18]=[CH:17][CH:16]=2)[CH2:11][CH2:10][N:9]1[C:21]([C:23]1[N:24]=[CH:25][N:26]([C@H:34]2[CH2:39][CH2:38][CH2:37][CH2:36][C@@H:35]2[NH:40][C:41](=[O:46])[O:42][CH2:43][CH2:44]Cl)[C:27]=1[C:28]1[CH:33]=[CH:32][CH:31]=[CH:30][CH:29]=1)=[O:22])[C:2]1[CH:7]=[CH:6][CH:5]=[CH:4][CH:3]=1.[H-].[Na+].